From a dataset of NCI-60 drug combinations with 297,098 pairs across 59 cell lines. Regression. Given two drug SMILES strings and cell line genomic features, predict the synergy score measuring deviation from expected non-interaction effect. (1) Drug 1: CCCCCOC(=O)NC1=NC(=O)N(C=C1F)C2C(C(C(O2)C)O)O. Drug 2: CS(=O)(=O)CCNCC1=CC=C(O1)C2=CC3=C(C=C2)N=CN=C3NC4=CC(=C(C=C4)OCC5=CC(=CC=C5)F)Cl. Cell line: A549. Synergy scores: CSS=1.46, Synergy_ZIP=-2.56, Synergy_Bliss=-2.00, Synergy_Loewe=-11.7, Synergy_HSA=-3.13. (2) Drug 1: C1=NNC2=C1C(=O)NC=N2. Drug 2: N.N.Cl[Pt+2]Cl. Cell line: SNB-75. Synergy scores: CSS=18.1, Synergy_ZIP=-8.54, Synergy_Bliss=-1.05, Synergy_Loewe=-3.20, Synergy_HSA=0.747. (3) Drug 1: CC1C(C(CC(O1)OC2CC(CC3=C2C(=C4C(=C3O)C(=O)C5=C(C4=O)C(=CC=C5)OC)O)(C(=O)CO)O)N)O.Cl. Drug 2: C1CC(=O)NC(=O)C1N2CC3=C(C2=O)C=CC=C3N. Cell line: CCRF-CEM. Synergy scores: CSS=4.31, Synergy_ZIP=0.822, Synergy_Bliss=2.69, Synergy_Loewe=-12.5, Synergy_HSA=-3.65. (4) Drug 1: C1=CC=C(C=C1)NC(=O)CCCCCCC(=O)NO. Drug 2: CC1(CCCN1)C2=NC3=C(C=CC=C3N2)C(=O)N. Cell line: NCIH23. Synergy scores: CSS=54.0, Synergy_ZIP=0.511, Synergy_Bliss=-1.33, Synergy_Loewe=-15.7, Synergy_HSA=-1.21. (5) Drug 1: CC12CCC(CC1=CCC3C2CCC4(C3CC=C4C5=CN=CC=C5)C)O. Drug 2: C1=CN(C(=O)N=C1N)C2C(C(C(O2)CO)O)O.Cl. Cell line: A498. Synergy scores: CSS=21.9, Synergy_ZIP=-4.32, Synergy_Bliss=5.98, Synergy_Loewe=-28.8, Synergy_HSA=4.10. (6) Drug 1: C1=CN(C=N1)CC(O)(P(=O)(O)O)P(=O)(O)O. Drug 2: C(CCl)NC(=O)N(CCCl)N=O. Cell line: SK-MEL-5. Synergy scores: CSS=3.84, Synergy_ZIP=-0.360, Synergy_Bliss=2.86, Synergy_Loewe=0.505, Synergy_HSA=0.771. (7) Drug 1: CC12CCC3C(C1CCC2=O)CC(=C)C4=CC(=O)C=CC34C. Drug 2: COC1=C2C(=CC3=C1OC=C3)C=CC(=O)O2. Cell line: UO-31. Synergy scores: CSS=30.1, Synergy_ZIP=5.11, Synergy_Bliss=4.43, Synergy_Loewe=3.21, Synergy_HSA=3.13.